From a dataset of TCR-epitope binding with 47,182 pairs between 192 epitopes and 23,139 TCRs. Binary Classification. Given a T-cell receptor sequence (or CDR3 region) and an epitope sequence, predict whether binding occurs between them. (1) Result: 1 (the TCR binds to the epitope). The epitope is TPINLVRDL. The TCR CDR3 sequence is CASSYSETGDFWEQYF. (2) The epitope is TEKSNIIRGW. The TCR CDR3 sequence is CSAGRTVAGPGGAYNEQFF. Result: 0 (the TCR does not bind to the epitope). (3) The epitope is ALSKGVHFV. The TCR CDR3 sequence is CASSRQGAGELFF. Result: 0 (the TCR does not bind to the epitope). (4) The epitope is LLDFVRFMGV. The TCR CDR3 sequence is CASSLGRNTEAFF. Result: 0 (the TCR does not bind to the epitope). (5) The epitope is PROT_97E67BCC. The TCR CDR3 sequence is CASSERTSGGRDTQYF. Result: 1 (the TCR binds to the epitope). (6) The epitope is FLYALALLL. The TCR CDR3 sequence is CASSLQGGNYGYTF. Result: 1 (the TCR binds to the epitope). (7) The epitope is KLSALGINAV. The TCR CDR3 sequence is CASSVFGELFF. Result: 0 (the TCR does not bind to the epitope). (8) The epitope is EIYKRWII. The TCR CDR3 sequence is CASSAYRDHEQYF. Result: 0 (the TCR does not bind to the epitope).